From a dataset of Full USPTO retrosynthesis dataset with 1.9M reactions from patents (1976-2016). Predict the reactants needed to synthesize the given product. (1) Given the product [Br:1][C:2]1[CH:3]=[CH:4][C:5]([O:8][C:9]2[CH:16]=[CH:15][C:12]([CH2:13][NH:22][CH2:17][CH2:18][CH:19]([CH3:21])[CH3:20])=[CH:11][CH:10]=2)=[N:6][CH:7]=1, predict the reactants needed to synthesize it. The reactants are: [Br:1][C:2]1[CH:3]=[CH:4][C:5]([O:8][C:9]2[CH:16]=[CH:15][C:12]([CH:13]=O)=[CH:11][CH:10]=2)=[N:6][CH:7]=1.[CH2:17]([NH2:22])[CH2:18][CH:19]([CH3:21])[CH3:20].C(O[BH-](OC(=O)C)OC(=O)C)(=O)C.[Na+].C(O)(=O)C. (2) Given the product [Br:1][C:2]([F:17])([F:18])[C:3]([C:9]1[CH:14]=[CH:13][C:12]([NH:15][C:25](=[O:30])[C:26]2[C:22](=[C:21]([I:20])[CH:29]=[CH:28][CH:27]=2)[C:23]([NH:31][C@@H:32]([CH3:36])[CH2:33][S:34][CH3:35])=[O:24])=[C:11]([CH3:16])[CH:10]=1)([F:8])[C:4]([F:7])([F:6])[F:5], predict the reactants needed to synthesize it. The reactants are: [Br:1][C:2]([F:18])([F:17])[C:3]([C:9]1[CH:14]=[CH:13][C:12]([NH2:15])=[C:11]([CH3:16])[CH:10]=1)([F:8])[C:4]([F:7])([F:6])[F:5].Cl.[I:20][C:21]1[CH:29]=[CH:28][CH:27]=[C:26]2[C:22]=1[C:23](=[N:31][C@@H:32]([CH3:36])[CH2:33][S:34][CH3:35])[O:24][C:25]2=[O:30]. (3) Given the product [CH3:23][O:22][N:21]([CH3:20])[C:10]([C:6]1[C:3]2=[N:4][S:5][N:1]=[C:2]2[CH:9]=[CH:8][CH:7]=1)=[O:12], predict the reactants needed to synthesize it. The reactants are: [N:1]1[S:5][N:4]=[C:3]2[C:6]([C:10]([OH:12])=O)=[CH:7][CH:8]=[CH:9][C:2]=12.C(Cl)(=O)C(Cl)=O.Cl.[CH3:20][NH:21][O:22][CH3:23].C(N(CC)CC)C. (4) Given the product [CH3:13][Si:12]([C:10]#[C:11][C:2]1[CH:3]=[C:4]([CH:7]=[CH:8][CH:9]=1)[CH:5]=[O:6])([CH3:15])[CH3:14], predict the reactants needed to synthesize it. The reactants are: Br[C:2]1[CH:3]=[C:4]([CH:7]=[CH:8][CH:9]=1)[CH:5]=[O:6].[C:10]([Si:12]([CH3:15])([CH3:14])[CH3:13])#[CH:11].C1(P(C2C=CC=CC=2)C2C=CC=CC=2)C=CC=CC=1.